Task: Predict the product of the given reaction.. Dataset: Forward reaction prediction with 1.9M reactions from USPTO patents (1976-2016) (1) Given the reactants [CH3:1][C:2]([CH3:7])([CH3:6])[C:3](Cl)=[O:4].[NH2:8][C:9]1[CH:14]=[C:13]([Cl:15])[CH:12]=[CH:11][N:10]=1.O, predict the reaction product. The product is: [Cl:15][C:13]1[CH:12]=[CH:11][N:10]=[C:9]([NH:8][C:3](=[O:4])[C:2]([CH3:7])([CH3:6])[CH3:1])[CH:14]=1. (2) The product is: [CH2:1]([N:8]1[CH:14]2[CH2:15][CH2:16][CH2:17][CH:9]1[CH2:10][N:11]([C:18](=[O:21])[CH2:19][CH3:20])[CH2:12][CH2:13]2)[C:2]1[CH:3]=[CH:4][CH:5]=[CH:6][CH:7]=1. Given the reactants [CH2:1]([N:8]1[CH:14]2[CH2:15][CH2:16][CH2:17][CH:9]1[CH2:10][NH:11][CH2:12][CH2:13]2)[C:2]1[CH:7]=[CH:6][CH:5]=[CH:4][CH:3]=1.[C:18](O[C:18](=[O:21])[CH2:19][CH3:20])(=[O:21])[CH2:19][CH3:20].[OH-].[Na+], predict the reaction product.